Task: Predict the reaction yield, written as a fraction of the theoretical maximum amount of product (1.0 means a 100% yield; for example, 0.34 means a 34% yield).. Dataset: Reaction yield outcomes from USPTO patents with 853,638 reactions (1) The reactants are C[O:2][C:3]([C:5]1[CH:10]=[CH:9][C:8]([C:11]2[CH2:16][S:15][C:14]3=[N:17][N:18]=[C:19]([C:20]4[CH:25]=[CH:24][CH:23]=[CH:22][C:21]=4[O:26][CH3:27])[N:13]3[N:12]=2)=[CH:7][CH:6]=1)=[O:4].[OH-].[Na+].Cl. The catalyst is CO.O. The product is [C:3]([C:5]1[CH:6]=[CH:7][C:8]([C:11]2[CH2:16][S:15][C:14]3=[N:17][N:18]=[C:19]([C:20]4[CH:25]=[CH:24][CH:23]=[CH:22][C:21]=4[O:26][CH3:27])[N:13]3[N:12]=2)=[CH:9][CH:10]=1)([OH:4])=[O:2]. The yield is 0.860. (2) The reactants are C(O[C:6]([N:8]1[CH2:13][CH2:12][N:11]([C:14]2[CH:15]=[C:16]3[C:20](=[CH:21][CH:22]=2)[NH:19][CH:18]=[CH:17]3)[CH:10]([CH2:23][C:24]2[CH:29]=[CH:28][CH:27]=[CH:26][CH:25]=2)[CH2:9]1)=O)(C)(C)C.[H-].[H-].[H-].[H-].[Li+].[Al+3]. The catalyst is C1COCC1. The product is [CH2:23]([CH:10]1[CH2:9][N:8]([CH3:6])[CH2:13][CH2:12][N:11]1[C:14]1[CH:15]=[C:16]2[C:20](=[CH:21][CH:22]=1)[NH:19][CH:18]=[CH:17]2)[C:24]1[CH:25]=[CH:26][CH:27]=[CH:28][CH:29]=1. The yield is 0.760.